Dataset: Forward reaction prediction with 1.9M reactions from USPTO patents (1976-2016). Task: Predict the product of the given reaction. (1) Given the reactants [F:1][C:2]1[C:3]([N:8]2[CH:12]=[C:11]([C:13]([O:15][CH2:16][CH3:17])=[O:14])[C:10]([CH3:18])=[N:9]2)=[N:4][CH:5]=[CH:6][CH:7]=1.[Br:19]N1C(=O)CCC1=O, predict the reaction product. The product is: [Br:19][CH2:18][C:10]1[C:11]([C:13]([O:15][CH2:16][CH3:17])=[O:14])=[CH:12][N:8]([C:3]2[C:2]([F:1])=[CH:7][CH:6]=[CH:5][N:4]=2)[N:9]=1. (2) Given the reactants [NH2:1][C:2]1[CH:7]=[CH:6][C:5]([CH2:8][CH2:9][CH2:10][C:11]#[N:12])=[CH:4][CH:3]=1.C(C(NC1C=C[C:22]([CH2:25][CH2:26][CH2:27][C:28]#[N:29])=CC=1)(C)C)#N, predict the reaction product. The product is: [C:11]([CH2:10][CH2:9][CH2:8][C:5]1[CH:4]=[CH:3][C:2]([NH:1][C:27]2([C:28]#[N:29])[CH2:22][CH2:25][CH2:26]2)=[CH:7][CH:6]=1)#[N:12]. (3) Given the reactants [CH3:1][O:2][C:3]([C:5]1[C:6]([C:12]2[CH:17]=[CH:16][C:15]([C@H:18]([NH:20][C:21]([C:23]3([NH2:27])[CH2:26][O:25][CH2:24]3)=[O:22])[CH3:19])=[C:14]([F:28])[CH:13]=2)=[CH:7][CH:8]=[CH:9][C:10]=1[Cl:11])=[O:4].[F:29][C:30]([F:36])([F:35])[CH2:31][C:32](O)=[O:33], predict the reaction product. The product is: [CH3:1][O:2][C:3]([C:5]1[C:6]([C:12]2[CH:17]=[CH:16][C:15]([C@H:18]([NH:20][C:21]([C:23]3([NH:27][C:32](=[O:33])[CH2:31][C:30]([F:36])([F:35])[F:29])[CH2:24][O:25][CH2:26]3)=[O:22])[CH3:19])=[C:14]([F:28])[CH:13]=2)=[CH:7][CH:8]=[CH:9][C:10]=1[Cl:11])=[O:4]. (4) Given the reactants C[Si](Cl)(C)C.[S:6]1[CH:10]=[CH:9][CH:8]=[C:7]1[CH:11]1[CH2:16][C:15](=[O:17])[CH2:14][C:13](=[O:18])[CH2:12]1.[CH:19]([C:21]1[CH:28]=[CH:27][C:24]([C:25]#[N:26])=[CH:23][CH:22]=1)=O.[F:29][C:30]([F:42])([F:41])[C:31]1[CH:32]=[C:33]([NH:37][C:38]([NH2:40])=[O:39])[CH:34]=[CH:35][CH:36]=1, predict the reaction product. The product is: [C:25]([C:24]1[CH:27]=[CH:28][C:21]([CH:19]([C:14]2[C:15](=[O:17])[CH2:16][CH:11]([C:7]3[S:6][CH:10]=[CH:9][CH:8]=3)[CH2:12][C:13]=2[OH:18])[NH:40][C:38]([NH:37][C:33]2[CH:34]=[CH:35][CH:36]=[C:31]([C:30]([F:41])([F:42])[F:29])[CH:32]=2)=[O:39])=[CH:22][CH:23]=1)#[N:26]. (5) Given the reactants [F:1][C:2]1[CH:3]=[C:4](B(O)O)[CH:5]=[CH:6][CH:7]=1.[Cl:11][C:12]1[C:13]([C:19]#[N:20])=[N:14][CH:15]=[C:16](Cl)[CH:17]=1.C([O-])([O-])=O.[K+].[K+].CN(C)C=O, predict the reaction product. The product is: [F:1][C:2]1[CH:3]=[C:4]([C:16]2[CH:17]=[C:12]([Cl:11])[C:13]([C:19]#[N:20])=[N:14][CH:15]=2)[CH:5]=[CH:6][CH:7]=1. (6) Given the reactants [H-].[Na+].[CH2:3]([O:5][C:6]([C:8]1[NH:9][C:10]2[C:15]([C:16]=1[CH2:17][N:18]([CH2:25][C:26]1[CH:31]=[C:30]([C:32]([F:35])([F:34])[F:33])[CH:29]=[C:28]([C:36]([F:39])([F:38])[F:37])[CH:27]=1)[C:19]1[N:20]=[N:21][N:22]([CH3:24])[N:23]=1)=[CH:14][CH:13]=[CH:12][CH:11]=2)=[O:7])[CH3:4].[CH2:40](I)[CH3:41], predict the reaction product. The product is: [CH2:3]([O:5][C:6]([C:8]1[N:9]([CH2:40][CH3:41])[C:10]2[C:15]([C:16]=1[CH2:17][N:18]([CH2:25][C:26]1[CH:31]=[C:30]([C:32]([F:33])([F:34])[F:35])[CH:29]=[C:28]([C:36]([F:39])([F:38])[F:37])[CH:27]=1)[C:19]1[N:20]=[N:21][N:22]([CH3:24])[N:23]=1)=[CH:14][CH:13]=[CH:12][CH:11]=2)=[O:7])[CH3:4]. (7) Given the reactants [C:1]([O:5][C:6](=[O:26])[NH:7][C:8]([CH2:24][OH:25])([CH2:22][OH:23])[CH2:9][CH2:10][C:11]1[CH:16]=[CH:15][C:14]([OH:17])=[C:13]([C:18]([F:21])([F:20])[F:19])[CH:12]=1)([CH3:4])([CH3:3])[CH3:2].C(=O)([O-])[O-].[K+].[K+].Br[CH2:34][CH2:35][CH2:36][CH2:37][CH2:38][CH2:39][CH2:40][CH3:41].O, predict the reaction product. The product is: [C:1]([O:5][C:6](=[O:26])[NH:7][C:8]([CH2:22][OH:23])([CH2:24][OH:25])[CH2:9][CH2:10][C:11]1[CH:16]=[CH:15][C:14]([O:17][CH2:34][CH2:35][CH2:36][CH2:37][CH2:38][CH2:39][CH2:40][CH3:41])=[C:13]([C:18]([F:20])([F:19])[F:21])[CH:12]=1)([CH3:4])([CH3:2])[CH3:3]. (8) Given the reactants Br[C:2]1[C:7]([CH3:8])=[CH:6][N+:5]([O-:9])=[C:4]([CH3:10])[C:3]=1[CH3:11].[CH3:12][Al](C)C.[Cl-].[NH4+], predict the reaction product. The product is: [CH3:10][C:4]1[C:3]([CH3:11])=[C:2]([CH3:12])[C:7]([CH3:8])=[CH:6][N+:5]=1[O-:9]. (9) Given the reactants [F:1][C:2]1[CH:3]=[C:4]([OH:11])[CH:5]=[CH:6][C:7]=1[N+:8]([O-:10])=[O:9].N1C(C)=CC=CC=1C.CN1CCCC1.[CH2:26]([O:33][C:34]1[CH:39]=[CH:38][C:37]([C:40]2[N:49]([CH2:50][O:51][CH2:52][CH2:53][Si:54]([CH3:57])([CH3:56])[CH3:55])[C:43]3[N:44]=[CH:45][N:46]=[C:47](Cl)[C:42]=3[CH:41]=2)=[CH:36][CH:35]=1)[C:27]1[CH:32]=[CH:31][CH:30]=[CH:29][CH:28]=1, predict the reaction product. The product is: [CH2:26]([O:33][C:34]1[CH:35]=[CH:36][C:37]([C:40]2[N:49]([CH2:50][O:51][CH2:52][CH2:53][Si:54]([CH3:57])([CH3:56])[CH3:55])[C:43]3[N:44]=[CH:45][N:46]=[C:47]([O:11][C:4]4[CH:5]=[CH:6][C:7]([N+:8]([O-:10])=[O:9])=[C:2]([F:1])[CH:3]=4)[C:42]=3[CH:41]=2)=[CH:38][CH:39]=1)[C:27]1[CH:28]=[CH:29][CH:30]=[CH:31][CH:32]=1.